This data is from Full USPTO retrosynthesis dataset with 1.9M reactions from patents (1976-2016). The task is: Predict the reactants needed to synthesize the given product. Given the product [C:12]([C:10]1[CH:11]=[C:6]([C:3]([CH3:4])([CH3:5])[CH2:2][NH:1][C:34](=[O:35])[CH3:33])[CH:7]=[C:8]([C:16]2[N:20]([CH2:21][CH:22]3[CH2:27][CH2:26][CH2:25][CH2:24][CH2:23]3)[C:19]([CH3:28])=[C:18]([S:29](=[O:31])(=[O:30])[NH2:32])[CH:17]=2)[CH:9]=1)([CH3:13])([CH3:14])[CH3:15], predict the reactants needed to synthesize it. The reactants are: [NH2:1][CH2:2][C:3]([C:6]1[CH:7]=[C:8]([C:16]2[N:20]([CH2:21][CH:22]3[CH2:27][CH2:26][CH2:25][CH2:24][CH2:23]3)[C:19]([CH3:28])=[C:18]([S:29]([NH2:32])(=[O:31])=[O:30])[CH:17]=2)[CH:9]=[C:10]([C:12]([CH3:15])([CH3:14])[CH3:13])[CH:11]=1)([CH3:5])[CH3:4].[CH3:33][C:34](OC(C)=O)=[O:35].